From a dataset of Catalyst prediction with 721,799 reactions and 888 catalyst types from USPTO. Predict which catalyst facilitates the given reaction. (1) Reactant: [Cl:1][C:2]1[CH:3]=[C:4]([CH:10]=[CH:11][C:12]=1[Cl:13])/[CH:5]=[CH:6]/[C:7]([OH:9])=O.C(Cl)(=O)C(Cl)=O.[NH:20]1[CH2:26][CH2:25][C:24](=[O:27])[NH:23][CH2:22][CH2:21]1.C(N(CC)CC)C. Product: [Cl:1][C:2]1[CH:3]=[C:4](/[CH:5]=[CH:6]/[C:7]([N:20]2[CH2:26][CH2:25][C:24](=[O:27])[NH:23][CH2:22][CH2:21]2)=[O:9])[CH:10]=[CH:11][C:12]=1[Cl:13]. The catalyst class is: 59. (2) Reactant: [CH3:1][O:2][C:3](=[O:23])[C:4]1[CH:9]=[C:8]([NH2:10])[C:7]([NH:11][CH3:12])=[CH:6][C:5]=1[N:13]1[CH2:18][CH2:17][CH:16]([C:19]([F:22])([F:21])[F:20])[CH2:15][CH2:14]1.[Cl:24][C:25]1[C:38]([N:39]=[C:40]=S)=[C:37]([Cl:42])[CH:36]=[CH:35][C:26]=1[CH2:27][NH:28][C:29](=[O:34])[C:30]([CH3:33])([CH3:32])[CH3:31].CC(C)N=C=NC(C)C. Product: [CH3:1][O:2][C:3]([C:4]1[C:5]([N:13]2[CH2:18][CH2:17][CH:16]([C:19]([F:22])([F:20])[F:21])[CH2:15][CH2:14]2)=[CH:6][C:7]2[N:11]([CH3:12])[C:40]([NH:39][C:38]3[C:37]([Cl:42])=[CH:36][CH:35]=[C:26]([CH2:27][NH:28][C:29](=[O:34])[C:30]([CH3:33])([CH3:32])[CH3:31])[C:25]=3[Cl:24])=[N:10][C:8]=2[CH:9]=1)=[O:23]. The catalyst class is: 3. (3) Reactant: [CH2:1]([N:3]1[CH:7]=[C:6]([C:8]2[CH:9]=[C:10]([CH:12]=[CH:13][CH:14]=2)[NH2:11])[C:5]([C:15]2[CH:20]=[CH:19][N:18]=[CH:17][CH:16]=2)=[N:4]1)[CH3:2].[Cl:21][C:22]1[CH:27]=[CH:26][CH:25]=[CH:24][C:23]=1[N:28]=[C:29]=[O:30]. Product: [Cl:21][C:22]1[CH:27]=[CH:26][CH:25]=[CH:24][C:23]=1[NH:28][C:29]([NH:11][C:10]1[CH:12]=[CH:13][CH:14]=[C:8]([C:6]2[C:5]([C:15]3[CH:16]=[CH:17][N:18]=[CH:19][CH:20]=3)=[N:4][N:3]([CH2:1][CH3:2])[CH:7]=2)[CH:9]=1)=[O:30]. The catalyst class is: 2. (4) Reactant: [CH:1]1[C:13]2[CH:12]([CH2:14][O:15][C:16]([NH:18][C:19]([CH3:44])([C:21]([NH:23][C@H:24]([C:28]([N:30]([C@@H:32]([C@@H:40]([CH3:43])[CH2:41][CH3:42])[C@H:33]([O:38][CH3:39])[CH2:34][C:35](O)=[O:36])[CH3:31])=[O:29])[CH:25]([CH3:27])[CH3:26])=[O:22])[CH3:20])=[O:17])[C:11]3[C:6](=[CH:7][CH:8]=[CH:9][CH:10]=3)[C:5]=2[CH:4]=[CH:3][CH:2]=1.Cl.[CH3:46][O:47][C@@H:48]([C@@H:64]1[CH2:68][CH2:67][CH2:66][NH:65]1)[C@@H:49]([CH3:63])[C:50]([NH:52][CH2:53][C:54]1([C:57]2[CH:62]=[CH:61][CH:60]=[CH:59][CH:58]=2)[CH2:56][CH2:55]1)=[O:51].CN(C(ON1N=NC2C=CC=NC1=2)=[N+](C)C)C.F[P-](F)(F)(F)(F)F.C(N(CC)CC)C. Product: [CH:1]1[C:13]2[CH:12]([CH2:14][O:15][C:16]([NH:18][C:19]([CH3:44])([C:21]([NH:23][C@H:24]([C:28]([N:30]([C@@H:32]([C@@H:40]([CH3:43])[CH2:41][CH3:42])[C@H:33]([O:38][CH3:39])[CH2:34][C:35]([N:65]3[CH2:66][CH2:67][CH2:68][C@H:64]3[C@H:48]([O:47][CH3:46])[C@@H:49]([CH3:63])[C:50](=[O:51])[NH:52][CH2:53][C:54]3([C:57]4[CH:62]=[CH:61][CH:60]=[CH:59][CH:58]=4)[CH2:55][CH2:56]3)=[O:36])[CH3:31])=[O:29])[CH:25]([CH3:27])[CH3:26])=[O:22])[CH3:20])=[O:17])[C:11]3[C:6](=[CH:7][CH:8]=[CH:9][CH:10]=3)[C:5]=2[CH:4]=[CH:3][CH:2]=1. The catalyst class is: 204. (5) Reactant: [Cl:1][C:2]1[CH:10]=[CH:9][C:8]2[NH:7][C:6]3[CH2:11][CH2:12][N:13]([CH3:16])[CH2:14][CH2:15][C:5]=3[C:4]=2[CH:3]=1.N1CCC[C@H]1C(O)=O.[O-]P([O-])([O-])=O.[K+].[K+].[K+].Cl[CH2:34][C:35]([N:37]1[CH2:42][CH2:41][CH2:40][CH2:39][CH2:38]1)=[O:36]. Product: [Cl:1][C:2]1[CH:10]=[CH:9][C:8]2[N:7]([CH2:34][C:35]([N:37]3[CH2:42][CH2:41][CH2:40][CH2:39][CH2:38]3)=[O:36])[C:6]3[CH2:11][CH2:12][N:13]([CH3:16])[CH2:14][CH2:15][C:5]=3[C:4]=2[CH:3]=1. The catalyst class is: 471.